From a dataset of Forward reaction prediction with 1.9M reactions from USPTO patents (1976-2016). Predict the product of the given reaction. (1) Given the reactants [N:1]1[NH:2][N:3]=[N:4][C:5]=1[CH2:6][NH:7][C:8]([C@@H:10]1[CH2:18][C:17]2[C:12](=[CH:13][CH:14]=[CH:15][CH:16]=2)[N:11]1[C:19](=[O:49])[CH2:20][NH:21][C:22](=[O:48])[C@@H:23]([NH:28][C:29](=[O:47])[CH2:30][C@H:31]([NH:39]C(OC(C)(C)C)=O)[C:32]([O:34]C(C)(C)C)=[O:33])[C@@H:24]([CH3:27])[CH2:25][CH3:26])=[O:9], predict the reaction product. The product is: [NH2:39][C@@H:31]([CH2:30][C:29](=[O:47])[NH:28][C@H:23]([C:22](=[O:48])[NH:21][CH2:20][C:19](=[O:49])[N:11]1[C:12]2[C:17](=[CH:16][CH:15]=[CH:14][CH:13]=2)[CH2:18][C@H:10]1[C:8](=[O:9])[NH:7][CH2:6][C:5]1[N:4]=[N:3][NH:2][N:1]=1)[C@@H:24]([CH3:27])[CH2:25][CH3:26])[C:32]([OH:34])=[O:33]. (2) Given the reactants [O:1]=[C:2]1[CH2:7][CH2:6][C:5]([C:13]([O:15][CH2:16][CH3:17])=[O:14])([C:8]([O:10][CH2:11][CH3:12])=[O:9])[CH2:4][CH:3]1C(OCC)=O.[Cl-].[Na+].O, predict the reaction product. The product is: [O:1]=[C:2]1[CH2:3][CH2:4][C:5]([C:8]([O:10][CH2:11][CH3:12])=[O:9])([C:13]([O:15][CH2:16][CH3:17])=[O:14])[CH2:6][CH2:7]1. (3) Given the reactants [CH3:1][CH:2]1[CH2:13][C:12]2[C:4](=[C:5]([CH3:15])[C:6]3[CH2:7][CH2:8][CH2:9][C:10]=3[C:11]=2[CH3:14])[C:3]1=O.[BH4-].[Na+].CO.CC1C=CC(S(O)(=O)=O)=CC=1, predict the reaction product. The product is: [CH3:14][C:11]1[C:12]2[CH2:13][C:2]([CH3:1])=[CH:3][C:4]=2[C:5]([CH3:15])=[C:6]2[C:10]=1[CH2:9][CH2:8][CH2:7]2. (4) Given the reactants [N:1]([CH:4]([C:6]1[N:7]=[C:8]2[S:21][CH:20]=[C:19]([CH3:22])[N:9]2[C:10](=[O:18])[C:11]=1[C:12]1[CH:17]=[CH:16][CH:15]=[CH:14][N:13]=1)[CH3:5])=[N+]=[N-].CP(C)C.CCOC(C)=O, predict the reaction product. The product is: [NH2:1][CH:4]([C:6]1[N:7]=[C:8]2[S:21][CH:20]=[C:19]([CH3:22])[N:9]2[C:10](=[O:18])[C:11]=1[C:12]1[CH:17]=[CH:16][CH:15]=[CH:14][N:13]=1)[CH3:5]. (5) Given the reactants [C:1]([CH2:3][C:4]([NH2:6])=[O:5])#[N:2].C(O[K])(C)(C)C.[Si:13]([O:20][CH2:21][C:22]#[C:23][C:24](=O)[CH3:25])([C:16]([CH3:19])([CH3:18])[CH3:17])([CH3:15])[CH3:14], predict the reaction product. The product is: [Si:13]([O:20][CH2:21][C:22]1[CH:23]=[C:24]([CH3:25])[NH:6][C:4](=[O:5])[C:3]=1[C:1]#[N:2])([C:16]([CH3:17])([CH3:18])[CH3:19])([CH3:15])[CH3:14]. (6) Given the reactants CC1C=CC(S(O)(=O)=O)=CC=1.O.C(OC([NH:20][CH2:21][CH:22]([N:31]([CH3:41])[C:32]([O:34][CH2:35][CH2:36][Si:37]([CH3:40])([CH3:39])[CH3:38])=[O:33])[CH2:23][C:24]1([OH:30])[CH2:29][CH2:28][CH2:27][CH2:26][CH2:25]1)=O)(C)(C)C, predict the reaction product. The product is: [NH2:20][CH2:21][CH:22]([N:31]([CH3:41])[C:32]([O:34][CH2:35][CH2:36][Si:37]([CH3:38])([CH3:40])[CH3:39])=[O:33])[CH2:23][C:24]1([OH:30])[CH2:29][CH2:28][CH2:27][CH2:26][CH2:25]1. (7) Given the reactants C(O[C:4]([C:6]1[C:10]([Cl:11])=[C:9]([C:12]([O:14][CH2:15][CH3:16])=[O:13])[NH:8][N:7]=1)=[O:5])C.C(O[C:20]([C:22]1[N:23](CCNC(OC(C)(C)C)=O)N=C(COC2C=CC=CC=2)C=1)=O)C.C(OC(C1C=C2C(=O)NCCN2N=1)=O)C, predict the reaction product. The product is: [CH2:15]([O:14][C:12]([C:9]1[C:10]([Cl:11])=[C:6]2[C:4](=[O:5])[NH:23][CH2:22][CH2:20][N:7]2[N:8]=1)=[O:13])[CH3:16]. (8) The product is: [C:3]1([S:9][CH2:11][CH2:12][CH2:13][OH:14])[CH:8]=[CH:7][CH:6]=[CH:5][CH:4]=1. Given the reactants [OH-].[Na+].[C:3]1([SH:9])[CH:8]=[CH:7][CH:6]=[CH:5][CH:4]=1.Br[CH2:11][CH2:12][CH2:13][OH:14].S([O-])([O-])(=O)=O.C([N+](CCCC)(CCCC)CCCC)CCC.C([N+](CCCC)(CCCC)CCCC)CCC, predict the reaction product. (9) Given the reactants [S:1]1[C:9]2[CH2:8][CH2:7][NH:6][CH2:5][C:4]=2[CH:3]=[CH:2]1.F[B-](F)(F)F.[Li+].[C:16](#[N:18])[CH3:17].[C:19]([OH:28])(=[O:27])[C@@H:20]([C@H:22]([C:24]([OH:26])=[O:25])[OH:23])[OH:21].[CH2:29]([OH:31])[CH3:30], predict the reaction product. The product is: [C:24]([C@@H:22]([C@H:20]([C:19]([OH:28])=[O:27])[OH:21])[OH:23])([OH:26])=[O:25].[S:1]1[C:9]2[CH2:8][CH2:7][N:6]([CH2:20][C@@H:22]([OH:23])[CH2:24][O:26][C:4]3[CH:9]=[CH:8][CH:7]=[C:17]([C:16]4[C:30]5[S:1][CH:2]=[CH:3][C:29]=5[O:31][N:18]=4)[CH:5]=3)[CH2:5][C:4]=2[CH:3]=[CH:2]1. (10) Given the reactants [CH3:1][C:2]1[C:3]([CH:26]=C)=[C:4]([CH:9]=[C:10]([CH2:13][C:14]2[CH:19]=[CH:18][C:17]([C:20]3[N:21]=[N:22][N:23]([CH3:25])[CH:24]=3)=[CH:16][CH:15]=2)[C:11]=1[CH3:12])[C:5]([O:7][CH3:8])=[O:6].CC(C)=[O:30].C(#N)C.I([O-])(=O)(=O)=O.[Na+], predict the reaction product. The product is: [CH:26]([C:3]1[C:2]([CH3:1])=[C:11]([CH3:12])[C:10]([CH2:13][C:14]2[CH:15]=[CH:16][C:17]([C:20]3[N:21]=[N:22][N:23]([CH3:25])[CH:24]=3)=[CH:18][CH:19]=2)=[CH:9][C:4]=1[C:5]([O:7][CH3:8])=[O:6])=[O:30].